Dataset: Full USPTO retrosynthesis dataset with 1.9M reactions from patents (1976-2016). Task: Predict the reactants needed to synthesize the given product. (1) Given the product [C:24]([C:20]1[CH:19]=[C:18]([NH:2][C:1]2[C:3]3[C:4](=[CH:5][CH:6]=[C:7]([N+:9]([O-:11])=[O:10])[CH:8]=3)[N:12]=[CH:13][N:14]=2)[CH:23]=[CH:22][CH:21]=1)#[CH:25], predict the reactants needed to synthesize it. The reactants are: [C:1]([C:3]1[CH:8]=[C:7]([N+:9]([O-:11])=[O:10])[CH:6]=[CH:5][C:4]=1/[N:12]=[CH:13]/[N:14](C)C)#[N:2].N[C:18]1[CH:19]=[C:20]([C:24]#[CH:25])[CH:21]=[CH:22][CH:23]=1. (2) Given the product [Cl:1][C:2]1[CH:7]=[CH:6][C:5]([C:8]([N:13]2[C:21]3[C:16](=[C:17]([N:22]4[C:26]([CH3:27])=[CH:25][CH:24]=[C:23]4[CH3:28])[CH:18]=[CH:19][CH:20]=3)[CH:15]=[CH:14]2)([CH2:11][CH3:12])[CH2:9][O:10][CH3:32])=[CH:4][CH:3]=1, predict the reactants needed to synthesize it. The reactants are: [Cl:1][C:2]1[CH:7]=[CH:6][C:5]([C:8]([N:13]2[C:21]3[C:16](=[C:17]([N:22]4[C:26]([CH3:27])=[CH:25][CH:24]=[C:23]4[CH3:28])[CH:18]=[CH:19][CH:20]=3)[CH:15]=[CH:14]2)([CH2:11][CH3:12])[CH2:9][OH:10])=[CH:4][CH:3]=1.[H-].[Na+].I[CH3:32].